Task: Predict the product of the given reaction.. Dataset: Forward reaction prediction with 1.9M reactions from USPTO patents (1976-2016) (1) Given the reactants [Cl:1][C:2]1[CH:7]=[CH:6][C:5]([Cl:8])=[CH:4][C:3]=1[S:9]([NH:12][C@H:13]1[CH2:17][N:16]([C:18](OC(C)(C)C)=O)[C@@H:15]([CH3:25])[CH2:14]1)(=[O:11])=[O:10].Cl.CC[N:29](C(C)C)C(C)C.BrC#N.C(O)C(N)(CO)CO, predict the reaction product. The product is: [Cl:1][C:2]1[CH:7]=[CH:6][C:5]([Cl:8])=[CH:4][C:3]=1[S:9]([NH:12][C@@H:13]1[CH2:14][C@H:15]([CH3:25])[N:16]([C:18]#[N:29])[CH2:17]1)(=[O:11])=[O:10]. (2) Given the reactants [C:1]1([O:7]B(O)O)C=CC=CC=1.C([Zn]CC)C.[CH3:16][CH2:17][CH2:18][CH2:19][CH2:20][CH3:21].C([C:24]1[CH:33]=[CH:32][CH:31]=[CH:30][C:25]=1[C:26]([O:28][CH3:29])=[O:27])=O.[NH4+].[Cl-], predict the reaction product. The product is: [CH3:29][O:28][C:26](=[O:27])[C:25]1[CH:24]=[CH:33][C:32]([CH:1]([OH:7])[C:18]2[CH:17]=[CH:16][CH:21]=[CH:20][CH:19]=2)=[CH:31][CH:30]=1. (3) Given the reactants Cl[C:2]1[C:7]2[C:8]([I:20])=[N:9][N:10]([CH2:11][C:12]3[CH:17]=[CH:16][C:15]([O:18][CH3:19])=[CH:14][CH:13]=3)[C:6]=2[CH:5]=[C:4]([CH3:21])[N:3]=1.[O:22]1[CH2:27][CH2:26][CH:25]([NH2:28])[CH2:24][CH2:23]1.C(N(C(C)C)CC)(C)C, predict the reaction product. The product is: [I:20][C:8]1[C:7]2[C:2]([NH:28][CH:25]3[CH2:26][CH2:27][O:22][CH2:23][CH2:24]3)=[N:3][C:4]([CH3:21])=[CH:5][C:6]=2[N:10]([CH2:11][C:12]2[CH:17]=[CH:16][C:15]([O:18][CH3:19])=[CH:14][CH:13]=2)[N:9]=1. (4) Given the reactants [Br:1][C:2]1[CH:17]=[CH:16][C:5]([O:6][C:7]2[CH:14]=[CH:13][C:10]([C:11]#[N:12])=[C:9]([Cl:15])[N:8]=2)=[CH:4][C:3]=1[CH:18]=[O:19].[Br:20][C:21]1[CH:26]=[CH:25][C:24]([OH:27])=[CH:23][C:22]=1[CH:28]1[O:32][CH2:31][CH2:30][O:29]1.C([O-])([O-])=O.[K+].[K+].[C:39](#[N:41])[CH3:40], predict the reaction product. The product is: [Br:1][C:2]1[CH:17]=[CH:16][C:5]([O:6][C:7]2[CH:14]=[CH:13][C:10]([C:11]#[N:12])=[C:9]([Cl:15])[N:8]=2)=[CH:4][C:3]=1[CH:18]1[O:27][CH2:24][CH2:23][O:19]1.[Br:20][C:21]1[CH:26]=[CH:25][C:24]([O:27][C:7]2[N:8]=[C:9]([Cl:15])[CH:10]=[CH:11][C:40]=2[C:39]#[N:41])=[CH:23][C:22]=1[CH:28]1[O:29][CH2:30][CH2:31][O:32]1. (5) The product is: [C:37]([C:32]1[CH:31]=[C:30]([C:27]2[CH:26]=[CH:25][C:24]([S:21]([NH:20][CH:19]3[C:13]4[CH:12]=[CH:11][CH:10]=[C:9]([O:8][CH2:7][C:6]([OH:41])=[O:5])[C:14]=4[CH2:15][CH2:16][CH2:17][CH2:18]3)(=[O:22])=[O:23])=[CH:29][CH:28]=2)[CH:35]=[C:34]([CH3:36])[CH:33]=1)([CH3:40])([CH3:38])[CH3:39]. Given the reactants C([O:5][C:6](=[O:41])[CH2:7][O:8][C:9]1[C:14]2[CH2:15][CH2:16][CH2:17][CH2:18][CH:19]([NH:20][S:21]([C:24]3[CH:29]=[CH:28][C:27]([C:30]4[CH:35]=[C:34]([CH3:36])[CH:33]=[C:32]([C:37]([CH3:40])([CH3:39])[CH3:38])[CH:31]=4)=[CH:26][CH:25]=3)(=[O:23])=[O:22])[C:13]=2[CH:12]=[CH:11][CH:10]=1)(C)(C)C.[OH-].[Na+], predict the reaction product. (6) Given the reactants Br[C:2]1[CH:7]=[CH:6][C:5]([N:8]2[C:16]3[C:11](=[CH:12][C:13]([O:17][S:18]([C:21]([F:24])([F:23])[F:22])(=[O:20])=[O:19])=[CH:14][CH:15]=3)[CH:10]=[CH:9]2)=[CH:4][CH:3]=1.[C:25]([Si:27]([CH3:30])([CH3:29])[CH3:28])#[CH:26], predict the reaction product. The product is: [CH3:28][Si:27]([C:25]#[C:26][C:2]1[CH:7]=[CH:6][C:5]([N:8]2[C:16]3[C:11](=[CH:12][C:13]([O:17][S:18]([C:21]([F:23])([F:22])[F:24])(=[O:20])=[O:19])=[CH:14][CH:15]=3)[CH:10]=[CH:9]2)=[CH:4][CH:3]=1)([CH3:30])[CH3:29].